This data is from Full USPTO retrosynthesis dataset with 1.9M reactions from patents (1976-2016). The task is: Predict the reactants needed to synthesize the given product. (1) Given the product [NH2:18][CH:9]1[C:8](=[O:29])[NH:7][C:6]2[CH:30]=[CH:31][C:3]([O:2][CH3:1])=[CH:4][C:5]=2[C:11]([C:12]2[CH:13]=[CH:14][CH:15]=[CH:16][CH:17]=2)=[N:10]1, predict the reactants needed to synthesize it. The reactants are: [CH3:1][O:2][C:3]1[CH:31]=[CH:30][C:6]2[NH:7][C:8](=[O:29])[CH:9]([NH:18]C(=O)OCC3C=CC=CC=3)[N:10]=[C:11]([C:12]3[CH:17]=[CH:16][CH:15]=[CH:14][CH:13]=3)[C:5]=2[CH:4]=1.Br.C(OCC)C. (2) Given the product [O:3]=[CH:4][CH2:5][O:6][C:7]1[CH:8]=[C:9]([C:13]2[S:17][C:16]([C:18]([O:20][CH2:21][CH3:22])=[O:19])=[CH:15][CH:14]=2)[CH:10]=[CH:11][CH:12]=1, predict the reactants needed to synthesize it. The reactants are: C([O:3][CH:4](OCC)[CH2:5][O:6][C:7]1[CH:8]=[C:9]([C:13]2[S:17][C:16]([C:18]([O:20][CH2:21][CH3:22])=[O:19])=[CH:15][CH:14]=2)[CH:10]=[CH:11][CH:12]=1)C.FC(F)(F)C(O)=O.